Dataset: Reaction yield outcomes from USPTO patents with 853,638 reactions. Task: Predict the reaction yield, written as a fraction of the theoretical maximum amount of product (1.0 means a 100% yield; for example, 0.34 means a 34% yield). (1) The reactants are Cl[C:2]1[CH:12]=[C:6]2[N:7]([CH3:11])[CH2:8][CH2:9][CH2:10][N:5]2[C:4](=[O:13])[N:3]=1.[OH:14][CH2:15][C:16]1[CH:17]=[CH:18][C:19]([O:24][C:25]2[CH:30]=[CH:29][CH:28]=[C:27]([C:31]([F:34])([F:33])[F:32])[CH:26]=2)=[C:20]([CH:23]=1)[C:21]#[N:22].[H-].[Na+].Cl. The catalyst is CN(C)C=O. The product is [CH3:11][N:7]1[CH2:8][CH2:9][CH2:10][N:5]2[C:4](=[O:13])[N:3]=[C:2]([O:14][CH2:15][C:16]3[CH:17]=[CH:18][C:19]([O:24][C:25]4[CH:30]=[CH:29][CH:28]=[C:27]([C:31]([F:32])([F:33])[F:34])[CH:26]=4)=[C:20]([CH:23]=3)[C:21]#[N:22])[CH:12]=[C:6]12. The yield is 0.500. (2) The reactants are [CH3:1][N:2]1[CH:6]([C:7]([O:9][C:10]([CH3:13])([CH3:12])[CH3:11])=[O:8])[CH2:5][NH:4][C:3]1=[O:14].Cl[C:16]1[CH:21]=[C:20]([C:22]([F:25])([F:24])[F:23])[N:19]=[CH:18][N:17]=1.C(=O)([O-])[O-].[Cs+].[Cs+].CC1(C)C2C(=C(P(C3C=CC=CC=3)C3C=CC=CC=3)C=CC=2)OC2C(P(C3C=CC=CC=3)C3C=CC=CC=3)=CC=CC1=2. The catalyst is O1CCOCC1.O.C1C=CC(/C=C/C(/C=C/C2C=CC=CC=2)=O)=CC=1.C1C=CC(/C=C/C(/C=C/C2C=CC=CC=2)=O)=CC=1.C1C=CC(/C=C/C(/C=C/C2C=CC=CC=2)=O)=CC=1.[Pd].[Pd]. The product is [CH3:1][N:2]1[CH:6]([C:7]([O:9][C:10]([CH3:11])([CH3:13])[CH3:12])=[O:8])[CH2:5][N:4]([C:16]2[CH:21]=[C:20]([C:22]([F:25])([F:24])[F:23])[N:19]=[CH:18][N:17]=2)[C:3]1=[O:14]. The yield is 0.675. (3) The reactants are [CH3:1][C:2]1[O:6][C:5]([C:7]2[C:8]3[N:16]=[N:15][N:14]([CH2:17][C:18]4[CH:23]=[C:22]([N+:24]([O-])=[O:25])[CH:21]=[CH:20][N:19]=4)[C:9]=3[N:10]=[C:11]([NH2:13])[N:12]=2)=[CH:4][CH:3]=1.[Cl-].[NH4+]. The catalyst is CCO.CO.O.[Zn]. The product is [OH:25][NH:24][C:22]1[CH:21]=[CH:20][N:19]=[C:18]([CH2:17][N:14]2[C:9]3[N:10]=[C:11]([NH2:13])[N:12]=[C:7]([C:5]4[O:6][C:2]([CH3:1])=[CH:3][CH:4]=4)[C:8]=3[N:16]=[N:15]2)[CH:23]=1. The yield is 0.730. (4) The reactants are Cl[C:2]1[N:7]=[C:6]([NH:8][C:9]2[CH:20]=[CH:19][CH:18]=[CH:17][C:10]=2[C:11]([NH:13][CH:14]([CH3:16])[CH3:15])=[O:12])[C:5]([Cl:21])=[CH:4][N:3]=1.[CH3:22][N:23]1[CH2:28][CH2:27][N:26]([C:29]2[CH:30]=[C:31]([CH:33]=[CH:34][CH:35]=2)[NH2:32])[CH2:25][CH2:24]1.Cl. The catalyst is C(O)(C)C. The product is [Cl:21][C:5]1[C:6]([NH:8][C:9]2[CH:20]=[CH:19][CH:18]=[CH:17][C:10]=2[C:11]([NH:13][CH:14]([CH3:16])[CH3:15])=[O:12])=[N:7][C:2]([NH:32][C:31]2[CH:33]=[CH:34][CH:35]=[C:29]([N:26]3[CH2:25][CH2:24][N:23]([CH3:22])[CH2:28][CH2:27]3)[CH:30]=2)=[N:3][CH:4]=1. The yield is 0.400. (5) The reactants are [C:1]([CH:11]1[CH2:17][CH2:16][CH2:15][N:14]([C:18]2[N:22]([CH3:23])[N:21]=[CH:20][C:19]=2[NH:24][C:25]([C:27]2[N:28]=[C:29](Br)[S:30][C:31]=2[NH:32][C:33](=[O:39])[O:34][C:35]([CH3:38])([CH3:37])[CH3:36])=[O:26])[C@@H:13]([NH2:41])[CH2:12]1)([O:3][CH2:4][C:5]1[CH:10]=[CH:9][CH:8]=[CH:7][CH:6]=1)=[O:2].[CH:42]1([C:45]2[CH:46]=[C:47]([CH3:63])[C:48]([F:62])=[C:49](B3OC(=O)CN(C)CC(=O)O3)[CH:50]=2)[CH2:44][CH2:43]1.COC1C=CC=C(OC)C=1C1C=CC=CC=1P(C1CCCCC1)C1CCCCC1.P([O-])([O-])([O-])=O.[K+].[K+].[K+]. The catalyst is O1CCOCC1.CO.C([O-])(=O)C.[Pd+2].C([O-])(=O)C. The product is [C:1]([CH:11]1[CH2:17][CH2:16][CH2:15][N:14]([C:18]2[N:22]([CH3:23])[N:21]=[CH:20][C:19]=2[NH:24][C:25]([C:27]2[N:28]=[C:29]([C:49]3[CH:50]=[C:45]([CH:42]4[CH2:43][CH2:44]4)[CH:46]=[C:47]([CH3:63])[C:48]=3[F:62])[S:30][C:31]=2[NH:32][C:33](=[O:39])[O:34][C:35]([CH3:38])([CH3:37])[CH3:36])=[O:26])[C@@H:13]([NH2:41])[CH2:12]1)([O:3][CH2:4][C:5]1[CH:10]=[CH:9][CH:8]=[CH:7][CH:6]=1)=[O:2]. The yield is 0.570.